From a dataset of Full USPTO retrosynthesis dataset with 1.9M reactions from patents (1976-2016). Predict the reactants needed to synthesize the given product. (1) Given the product [Br:1][CH2:2][CH2:3][CH2:4][CH2:5][CH2:6][CH2:7][CH:8]=[CH:20][CH:17]=[CH2:18], predict the reactants needed to synthesize it. The reactants are: [Br:1][CH2:2][CH2:3][CH2:4][CH2:5][CH2:6][CH2:7][CH:8]=O.N([CH2:17][CH2:18]O)(CCO)CCO.[CH2:20](OCC)C. (2) Given the product [Br:3][C:4]1[CH:5]=[C:6]([N:15]([CH:18]2[CH2:22][CH2:21][CH2:20][CH2:19]2)[CH2:16][CH3:17])[C:7]([CH3:14])=[C:8]([CH:13]=1)[C:9]([NH:23][CH2:24][C:25]1[C:26](=[O:33])[NH:27][C:28]([CH3:32])=[CH:29][C:30]=1[CH3:31])=[O:11], predict the reactants needed to synthesize it. The reactants are: [OH-].[Na+].[Br:3][C:4]1[CH:5]=[C:6]([N:15]([CH:18]2[CH2:22][CH2:21][CH2:20][CH2:19]2)[CH2:16][CH3:17])[C:7]([CH3:14])=[C:8]([CH:13]=1)[C:9]([O:11]C)=O.[NH2:23][CH2:24][C:25]1[C:26](=[O:33])[NH:27][C:28]([CH3:32])=[CH:29][C:30]=1[CH3:31].C1CN([P+](ON2N=NC3C=CC=CC2=3)(N2CCCC2)N2CCCC2)CC1.F[P-](F)(F)(F)(F)F. (3) The reactants are: Cl[C:2]1[C:11]2=[N:12][N:13](CC3C=CC(OC)=CC=3)[CH:14]=[C:10]2[C:9]2[CH:8]=[C:7]([O:24][CH3:25])[CH:6]=[CH:5][C:4]=2[N:3]=1.[CH3:26][N:27]([CH:35]1[CH2:40][CH2:39][N:38]([CH3:41])[CH2:37][CH2:36]1)[C:28]1[CH:33]=[CH:32][C:31]([NH2:34])=[CH:30][CH:29]=1.Cl. Given the product [CH3:25][O:24][C:7]1[CH:6]=[CH:5][C:4]2[N:3]=[C:2]([NH:34][C:31]3[CH:30]=[CH:29][C:28]([N:27]([CH3:26])[CH:35]4[CH2:40][CH2:39][N:38]([CH3:41])[CH2:37][CH2:36]4)=[CH:33][CH:32]=3)[C:11]3=[N:12][NH:13][CH:14]=[C:10]3[C:9]=2[CH:8]=1, predict the reactants needed to synthesize it. (4) Given the product [NH2:31][C:28]1[CH:27]=[N:26][C:25]([C:13]2[CH:14]=[CH:15][C:16]([O:17][CH2:18][C:19]3[CH:24]=[CH:23][CH:22]=[CH:21][CH:20]=3)=[C:11]([C:1]34[CH2:2][CH:3]5[CH2:9][CH:7]([CH2:6][CH:5]([CH2:4]5)[CH2:10]3)[CH2:8]4)[CH:12]=2)=[N:30][CH:29]=1, predict the reactants needed to synthesize it. The reactants are: [C:1]12([C:11]3[CH:12]=[C:13]([C:25]4[N:30]=[CH:29][C:28]([N+:31]([O-])=O)=[CH:27][N:26]=4)[CH:14]=[CH:15][C:16]=3[O:17][CH2:18][C:19]3[CH:24]=[CH:23][CH:22]=[CH:21][CH:20]=3)[CH2:10][CH:5]3[CH2:6][CH:7]([CH2:9][CH:3]([CH2:4]3)[CH2:2]1)[CH2:8]2.O.O.Cl[Sn]Cl.[OH-].[Na+].C([O-])(O)=O.[Na+]. (5) Given the product [Cl:54][C:50]1[CH:49]=[C:48]([C:45]2([NH:44][C:42](=[O:43])/[C:41](/[CH3:55])=[CH:40]/[C@:23]34[CH2:35][C:34](=[O:36])[C:33]([CH:37]([CH3:38])[CH3:39])=[C:24]3[C@@H:25]3[C@@:20]([CH3:56])([CH2:21][CH2:22]4)[C@@:19]4([CH3:57])[C@@H:28]([C@:29]5([CH3:32])[C@@H:16]([CH2:17][CH2:18]4)[C:15]([CH3:58])([CH3:59])[C@@H:14]([O:13][C:11](=[O:12])[CH2:10][C:2]([CH3:1])([CH3:60])[C:3]([OH:5])=[O:4])[CH2:31][CH2:30]5)[CH2:27][CH2:26]3)[CH2:47][CH2:46]2)[CH:53]=[CH:52][CH:51]=1, predict the reactants needed to synthesize it. The reactants are: [CH3:1][C:2]([CH3:60])([CH2:10][C:11]([O:13][C@H:14]1[CH2:31][CH2:30][C@@:29]2([CH3:32])[C@@H:16]([CH2:17][CH2:18][C@:19]3([CH3:57])[C@@H:28]2[CH2:27][CH2:26][C@H:25]2[C@@:20]3([CH3:56])[CH2:21][CH2:22][C@@:23]3(/[CH:40]=[C:41](\[CH3:55])/[C:42]([NH:44][C:45]4([C:48]5[CH:53]=[CH:52][CH:51]=[C:50]([Cl:54])[CH:49]=5)[CH2:47][CH2:46]4)=[O:43])[CH2:35][C:34](=[O:36])[C:33]([CH:37]([CH3:39])[CH3:38])=[C:24]32)[C:15]1([CH3:59])[CH3:58])=[O:12])[C:3]([O:5]C(C)(C)C)=[O:4].C(O)(C(F)(F)F)=O.CC#N.O. (6) Given the product [F:17][C:14]1[CH:15]=[CH:16][C:11]([N:8]2[C:9]3[C:5](=[CH:4][CH:3]=[C:2]([B:23]4[O:27][C:26]([CH3:29])([CH3:28])[C:25]([CH3:31])([CH3:30])[O:24]4)[CH:10]=3)[CH:6]=[N:7]2)=[CH:12][CH:13]=1, predict the reactants needed to synthesize it. The reactants are: Br[C:2]1[CH:10]=[C:9]2[C:5]([CH:6]=[N:7][N:8]2[C:11]2[CH:16]=[CH:15][C:14]([F:17])=[CH:13][CH:12]=2)=[CH:4][CH:3]=1.C([O-])(=O)C.[K+].[B:23]1([B:23]2[O:27][C:26]([CH3:29])([CH3:28])[C:25]([CH3:31])([CH3:30])[O:24]2)[O:27][C:26]([CH3:29])([CH3:28])[C:25]([CH3:31])([CH3:30])[O:24]1. (7) Given the product [CH3:23][O:24][CH:25]([O:28][CH3:29])[CH2:26][NH:27][S:17]([NH:20][C:21](=[O:22])[O:15][CH2:14][CH:12]1[C:13]2[CH:1]=[CH:2][CH:3]=[CH:4][C:5]=2[C:6]2[C:11]1=[CH:10][CH:9]=[CH:8][CH:7]=2)(=[O:19])=[O:18], predict the reactants needed to synthesize it. The reactants are: [CH:1]1[C:13]2[CH:12]([CH2:14][OH:15])[C:11]3[C:6](=[CH:7][CH:8]=[CH:9][CH:10]=3)[C:5]=2[CH:4]=[CH:3][CH:2]=1.Cl[S:17]([N:20]=[C:21]=[O:22])(=[O:19])=[O:18].[CH3:23][O:24][CH:25]([O:28][CH3:29])[CH2:26][NH2:27].CN1CCOCC1.P(=O)(O)(O)O. (8) Given the product [NH2:1][C:4]1[CH:5]=[CH:6][C:7]2[S:11][N:10]=[CH:9][C:8]=2[CH:12]=1, predict the reactants needed to synthesize it. The reactants are: [N+:1]([C:4]1[CH:5]=[CH:6][C:7]2[S:11][N:10]=[CH:9][C:8]=2[CH:12]=1)([O-])=O.CC(O)=O.